This data is from Full USPTO retrosynthesis dataset with 1.9M reactions from patents (1976-2016). The task is: Predict the reactants needed to synthesize the given product. (1) Given the product [C:1]1([CH2:7][N:8]([CH2:22][C:23]2[CH:28]=[CH:27][CH:26]=[CH:25][CH:24]=2)[CH2:9][C@@H:10]([C:12]2[CH:13]=[CH:14][C:15]([O:21][CH2:36][O:35][CH2:34][CH2:33][Si:32]([CH3:39])([CH3:38])[CH3:31])=[C:16]([NH:18][CH:19]=[O:20])[CH:17]=2)[OH:11])[CH:2]=[CH:3][CH:4]=[CH:5][CH:6]=1, predict the reactants needed to synthesize it. The reactants are: [C:1]1([CH2:7][N:8]([CH2:22][C:23]2[CH:28]=[CH:27][CH:26]=[CH:25][CH:24]=2)[CH2:9][C@@H:10]([C:12]2[CH:13]=[CH:14][C:15]([OH:21])=[C:16]([NH:18][CH:19]=[O:20])[CH:17]=2)[OH:11])[CH:6]=[CH:5][CH:4]=[CH:3][CH:2]=1.[H-].[Na+].[CH3:31][Si:32]([CH3:39])([CH3:38])[CH2:33][CH2:34][O:35][CH2:36]Cl.P([O-])([O-])([O-])=O. (2) Given the product [F:1][C:2]1[CH:3]=[C:4]([C:19]2[C:20](=[O:33])[N:21]([CH3:32])[C:22]([NH:25][C:26]3[CH:31]=[CH:30][CH:29]=[CH:28][CH:27]=3)=[N:23][CH:24]=2)[CH:5]=[CH:6][C:7]=1[O:8][C:9]1[CH:14]=[CH:13][N:12]=[C:11]2[CH:15]=[C:16]([C:45]3[CH:44]=[CH:43][C:42]([C:40]([N:34]4[CH2:39][CH2:38][O:37][CH2:36][CH2:35]4)=[O:41])=[CH:47][CH:46]=3)[S:17][C:10]=12, predict the reactants needed to synthesize it. The reactants are: [F:1][C:2]1[CH:3]=[C:4]([C:19]2[C:20](=[O:33])[N:21]([CH3:32])[C:22]([NH:25][C:26]3[CH:31]=[CH:30][CH:29]=[CH:28][CH:27]=3)=[N:23][CH:24]=2)[CH:5]=[CH:6][C:7]=1[O:8][C:9]1[CH:14]=[CH:13][N:12]=[C:11]2[CH:15]=[C:16](I)[S:17][C:10]=12.[N:34]1([C:40]([C:42]2[CH:47]=[CH:46][C:45](B(O)O)=[CH:44][CH:43]=2)=[O:41])[CH2:39][CH2:38][O:37][CH2:36][CH2:35]1.[Cl-].[Li+]. (3) Given the product [Br:1][C:2]1[CH:3]=[C:16]2[C:5]([CH:6]=[C:17]([C:19]([O:22][CH3:25])=[O:20])[N:15]2[CH3:14])=[CH:9][CH:10]=1, predict the reactants needed to synthesize it. The reactants are: [Br:1][C:2]1[CH:10]=[C:9]2[C:5]([CH:6]=C(C(O)=O)N2)=C[CH:3]=1.[CH3:14][N:15]([CH:17]=O)[CH3:16].[C:19]([O-:22])([O-])=[O:20].[K+].[K+].[CH3:25]I. (4) Given the product [CH2:14]([O:1][C:2]1[CH:10]=[C:9]2[C:5]([CH2:6][NH:7][C:8]2=[O:11])=[CH:4][CH:3]=1)[C:13]#[CH:12], predict the reactants needed to synthesize it. The reactants are: [OH:1][C:2]1[CH:10]=[C:9]2[C:5]([CH2:6][NH:7][C:8]2=[O:11])=[CH:4][CH:3]=1.[CH2:12](Br)[C:13]#[CH:14].C([O-])([O-])=O.[K+].[K+]. (5) Given the product [Br:1][C:2]1[CH:8]=[C:7]([I:18])[C:5]([NH2:6])=[C:4]([F:9])[C:3]=1[Cl:10], predict the reactants needed to synthesize it. The reactants are: [Br:1][C:2]1[CH:8]=[CH:7][C:5]([NH2:6])=[C:4]([F:9])[C:3]=1[Cl:10].C1C(=O)N([I:18])C(=O)C1. (6) Given the product [SH:12][C:3]1[C:2]([NH:1][C:20]([C:15]2[C:14]([Cl:13])=[CH:19][CH:18]=[CH:17][N:16]=2)=[O:21])=[CH:7][C:6]([C:8]([F:9])([F:11])[F:10])=[CH:5][N:4]=1, predict the reactants needed to synthesize it. The reactants are: [NH2:1][C:2]1[C:3]([SH:12])=[N:4][CH:5]=[C:6]([C:8]([F:11])([F:10])[F:9])[CH:7]=1.[Cl:13][C:14]1[C:15]([C:20](O)=[O:21])=[N:16][CH:17]=[CH:18][CH:19]=1.CCN=C=NCCCN(C)C.C1C=CC2N(O)N=NC=2C=1. (7) Given the product [S:16]1[CH:20]=[CH:19][C:18]([C:2]2[CH:7]=[C:6]([Br:8])[CH:5]=[N:4][CH:3]=2)=[CH:17]1, predict the reactants needed to synthesize it. The reactants are: Br[C:2]1[CH:3]=[N:4][CH:5]=[C:6]([Br:8])[CH:7]=1.C1(C)C=CC=CC=1.[S:16]1[CH:20]=[CH:19][C:18](B(O)O)=[CH:17]1.C(=O)([O-])[O-].[Na+].[Na+]. (8) Given the product [CH3:20][N:12]([CH2:11][CH2:10][C:9]([NH:8][C:3]1[CH:4]=[N:5][N:6]([CH3:7])[C:2]=1[NH:1][C:22]([C:23]1[CH:28]=[CH:27][CH:26]=[CH:25][CH:24]=1)([C:35]1[CH:36]=[CH:37][CH:38]=[CH:39][CH:40]=1)[C:29]1[CH:30]=[CH:31][CH:32]=[CH:33][CH:34]=1)=[O:21])[C:13](=[O:19])[O:14][C:15]([CH3:16])([CH3:17])[CH3:18], predict the reactants needed to synthesize it. The reactants are: [NH2:1][C:2]1[N:6]([CH3:7])[N:5]=[CH:4][C:3]=1[NH:8][C:9](=[O:21])[CH2:10][CH2:11][N:12]([CH3:20])[C:13](=[O:19])[O:14][C:15]([CH3:18])([CH3:17])[CH3:16].[C:22](Cl)([C:35]1[CH:40]=[CH:39][CH:38]=[CH:37][CH:36]=1)([C:29]1[CH:34]=[CH:33][CH:32]=[CH:31][CH:30]=1)[C:23]1[CH:28]=[CH:27][CH:26]=[CH:25][CH:24]=1.C(N(CC)CC)C.C(OCC)(=O)C. (9) Given the product [Br:1][C:2]1[C:7](=[O:8])[N:6]([C:9]2[CH:10]=[C:11]([C:12](=[O:13])[C:31]#[CH:32])[CH:18]=[CH:19][C:20]=2[CH3:21])[C:5]([CH3:22])=[N:4][C:3]=1[O:23][CH2:24][C:25]1[N:26]=[C:27]([CH3:30])[S:28][CH:29]=1, predict the reactants needed to synthesize it. The reactants are: [Br:1][C:2]1[C:7](=[O:8])[N:6]([C:9]2[CH:10]=[C:11]([CH:18]=[CH:19][C:20]=2[CH3:21])[C:12](N(OC)C)=[O:13])[C:5]([CH3:22])=[N:4][C:3]=1[O:23][CH2:24][C:25]1[N:26]=[C:27]([CH3:30])[S:28][CH:29]=1.[C:31]([Mg]Cl)#[CH:32]. (10) Given the product [BrH:11].[CH3:16][O:15][CH2:14][CH2:13][CH2:12][N:3]1[C:4]2[CH:9]=[CH:8][CH:7]=[CH:6][C:5]=2[S:1][C:2]1=[NH:10], predict the reactants needed to synthesize it. The reactants are: [S:1]1[C:5]2[CH:6]=[CH:7][CH:8]=[CH:9][C:4]=2[N:3]=[C:2]1[NH2:10].[Br:11][CH2:12][CH2:13][CH2:14][O:15][CH3:16].